From a dataset of Full USPTO retrosynthesis dataset with 1.9M reactions from patents (1976-2016). Predict the reactants needed to synthesize the given product. (1) Given the product [ClH:16].[ClH:1].[CH2:3]([N:10]1[CH2:15][CH2:14][N:13]([CH2:17][CH2:18][C:19](=[O:20])[C:21]2[CH:26]=[CH:25][CH:24]=[CH:23][CH:22]=2)[CH2:12][CH2:11]1)[C:4]1[CH:5]=[CH:6][CH:7]=[CH:8][CH:9]=1, predict the reactants needed to synthesize it. The reactants are: [ClH:1].Cl.[CH2:3]([N:10]1[CH2:15][CH2:14][NH:13][CH2:12][CH2:11]1)[C:4]1[CH:9]=[CH:8][CH:7]=[CH:6][CH:5]=1.[Cl:16][CH2:17][CH2:18][C:19]([C:21]1[CH:26]=[CH:25][CH:24]=[CH:23][CH:22]=1)=[O:20].[OH-].[K+]. (2) Given the product [F:23][C:16]1[CH:15]=[C:14]([CH:19]=[C:18]([F:20])[C:17]=1[O:21][CH3:22])[CH2:13][CH:12]1[C:4]2=[N:5][C:6]3[CH:11]=[CH:10][CH:9]=[CH:8][C:7]=3[N:3]2[C:25](=[O:26])[NH:24]1, predict the reactants needed to synthesize it. The reactants are: N#N.[NH:3]1[C:7]2[CH:8]=[CH:9][CH:10]=[CH:11][C:6]=2[N:5]=[C:4]1[CH:12]([NH2:24])[CH2:13][C:14]1[CH:19]=[C:18]([F:20])[C:17]([O:21][CH3:22])=[C:16]([F:23])[CH:15]=1.[C:25](N1C=CN=C1)(N1C=CN=C1)=[O:26].O. (3) Given the product [Cl:1][C:2]1[CH:7]=[CH:6][C:5]([CH2:8][CH:9]([NH:13][CH:19]=[O:20])[CH:10]([CH3:11])[CH3:12])=[CH:4][C:3]=1[O:14][CH2:15][CH2:16][O:17][CH3:18], predict the reactants needed to synthesize it. The reactants are: [Cl:1][C:2]1[CH:7]=[CH:6][C:5]([CH2:8][CH:9]([NH2:13])[CH:10]([CH3:12])[CH3:11])=[CH:4][C:3]=1[O:14][CH2:15][CH2:16][O:17][CH3:18].[CH:19](O)=[O:20]. (4) Given the product [O:11]=[C:4]1[C:5]2[C:10](=[CH:9][CH:8]=[CH:7][CH:6]=2)[C:2](=[O:1])[N:3]1[CH2:12][CH2:13][C:14]1[C:15]([C:24]([O:26][CH3:27])=[O:25])=[CH:16][C:17]([O:20][CH:21]([CH3:23])[CH3:22])=[N:18][CH:19]=1, predict the reactants needed to synthesize it. The reactants are: [O:1]=[C:2]1[C:10]2[C:5](=[CH:6][CH:7]=[CH:8][CH:9]=2)[C:4](=[O:11])[N:3]1/[CH:12]=[CH:13]/[C:14]1[C:15]([C:24]([O:26][CH3:27])=[O:25])=[CH:16][C:17]([O:20][CH:21]([CH3:23])[CH3:22])=[N:18][CH:19]=1.